The task is: Predict the reactants needed to synthesize the given product.. This data is from Full USPTO retrosynthesis dataset with 1.9M reactions from patents (1976-2016). (1) Given the product [CH2:1]([C:3]1[S:19][C:6]2[N:7]([CH2:21][C:22]3[CH:27]=[CH:26][C:25]([C:28]4[CH:33]=[CH:32][CH:31]=[CH:30][C:29]=4[C:34]4[NH:38][C:37](=[O:44])[O:36][N:35]=4)=[CH:24][CH:23]=3)[C:8](=[O:18])[N:9]([C:12]3[CH:17]=[CH:16][CH:15]=[CH:14][N:13]=3)[C:10](=[O:11])[C:5]=2[CH:4]=1)[CH3:2], predict the reactants needed to synthesize it. The reactants are: [CH2:1]([C:3]1[S:19][C:6]2[NH:7][C:8](=[O:18])[N:9]([C:12]3[CH:17]=[CH:16][CH:15]=[CH:14][N:13]=3)[C:10](=[O:11])[C:5]=2[CH:4]=1)[CH3:2].Br[CH2:21][C:22]1[CH:27]=[CH:26][C:25]([C:28]2[CH:33]=[CH:32][CH:31]=[CH:30][C:29]=2[C:34]2[N:38]=[C:37](C(Cl)(Cl)Cl)[O:36][N:35]=2)=[CH:24][CH:23]=1.C(=O)([O-])[O-:44].[K+].[K+].CN(C)C=O. (2) Given the product [CH3:55][N:57]([CH2:101][CH2:102][N:103]1[CH2:108][CH2:107][O:106][CH2:105][CH2:104]1)[C:58](=[O:100])[C:59]1[CH:99]=[CH:98][CH:97]=[C:61]([C:62]([NH:64][C:65]2[CH:70]=[CH:69][C:68]([N:71]3[CH2:76][CH2:75][CH2:74][CH2:73][CH2:72]3)=[CH:67][C:66]=2[C:77]2[CH:82]=[C:81]([C:83](=[O:96])[NH:84][CH2:85][C:86]3[CH:91]=[CH:90][CH:89]=[C:88]([C:92]([F:94])([F:95])[F:93])[CH:87]=3)[CH:80]=[CH:79][N:78]=2)=[O:63])[CH:60]=1, predict the reactants needed to synthesize it. The reactants are: CNCCN1CCOCC1.FC(F)(F)C1C=C(C=CC=1)CNC(C1C=CN=C(C2C=C(N3CCCCC3)C=CC=2NC(C2C=C(C=CC=2)C(O)=O)=O)C=1)=O.[CH2:55]([N:57]([CH2:101][CH2:102][N:103]1[CH2:108][CH2:107][O:106][CH2:105][CH2:104]1)[C:58](=[O:100])[C:59]1[CH:99]=[CH:98][CH:97]=[C:61]([C:62]([NH:64][C:65]2[CH:70]=[CH:69][C:68]([N:71]3[CH2:76][CH2:75][CH2:74][CH2:73][CH2:72]3)=[CH:67][C:66]=2[C:77]2[CH:82]=[C:81]([C:83](=[O:96])[NH:84][CH2:85][C:86]3[CH:91]=[CH:90][CH:89]=[C:88]([C:92]([F:95])([F:94])[F:93])[CH:87]=3)[CH:80]=[CH:79][N:78]=2)=[O:63])[CH:60]=1)C. (3) Given the product [C:25]1([CH3:28])[CH:26]=[CH:27][C:22]([C:20]2[N:21]=[C:16]3[CH2:15][CH2:14][CH2:13][N:12]([CH2:11][CH2:10][CH2:9][CH2:8][CH2:7][C:6]4[N:5]([CH2:4][CH2:3][C:1]#[N:2])[N:39]=[N:38][N:37]=4)[C:17]3=[N:18][C:19]=2[C:29]2[CH:34]=[CH:33][C:32]([CH3:35])=[CH:31][CH:30]=2)=[CH:23][CH:24]=1, predict the reactants needed to synthesize it. The reactants are: [C:1]([CH2:3][CH2:4][NH:5][C:6](=O)[CH2:7][CH2:8][CH2:9][CH2:10][CH2:11][N:12]1[C:17]2=[N:18][C:19]([C:29]3[CH:34]=[CH:33][C:32]([CH3:35])=[CH:31][CH:30]=3)=[C:20]([C:22]3[CH:27]=[CH:26][C:25]([CH3:28])=[CH:24][CH:23]=3)[N:21]=[C:16]2[CH2:15][CH2:14][CH2:13]1)#[N:2].[N-:37]=[N+:38]=[N-:39].[Na+].S(OS(C(F)(F)F)(=O)=O)(C(F)(F)F)(=O)=O. (4) Given the product [CH2:7]([N:14]1[CH2:19][CH2:18][CH:17]([NH:1][CH:2]([CH2:5][OH:6])[CH2:3][OH:4])[CH2:16][CH2:15]1)[C:8]1[CH:13]=[CH:12][CH:11]=[CH:10][CH:9]=1, predict the reactants needed to synthesize it. The reactants are: [NH2:1][CH:2]([CH2:5][OH:6])[CH2:3][OH:4].[CH2:7]([N:14]1[CH2:19][CH2:18][C:17](=O)[CH2:16][CH2:15]1)[C:8]1[CH:13]=[CH:12][CH:11]=[CH:10][CH:9]=1.C(O[BH-](OC(=O)C)OC(=O)C)(=O)C.[Na+].Cl.[OH-].[Na+]. (5) Given the product [F:30][C:31]1[CH:32]=[C:33]([C:37]2[N:39]=[C:27]([CH:13]3[CH2:14][CH:15]([C:17]4[CH:22]=[CH:21][CH:20]=[C:19]([C:23]([F:24])([F:25])[F:26])[CH:18]=4)[CH2:16][N:11]([C:9]([N:6]4[CH2:7][CH2:8][CH:3]([C:1]#[N:2])[CH2:4][CH2:5]4)=[O:10])[CH2:12]3)[O:29][N:38]=2)[CH:34]=[CH:35][CH:36]=1, predict the reactants needed to synthesize it. The reactants are: [C:1]([CH:3]1[CH2:8][CH2:7][N:6]([C:9]([N:11]2[CH2:16][CH:15]([C:17]3[CH:22]=[CH:21][CH:20]=[C:19]([C:23]([F:26])([F:25])[F:24])[CH:18]=3)[CH2:14][CH:13]([C:27]([OH:29])=O)[CH2:12]2)=[O:10])[CH2:5][CH2:4]1)#[N:2].[F:30][C:31]1[CH:32]=[C:33]([C:37](=[N:39]O)[NH2:38])[CH:34]=[CH:35][CH:36]=1.